Dataset: Forward reaction prediction with 1.9M reactions from USPTO patents (1976-2016). Task: Predict the product of the given reaction. (1) Given the reactants [CH2:1]([O:3][C:4]([C:6]1[C:7]([CH3:15])=[C:8](C(O)=O)[NH:9][C:10]=1[CH3:11])=[O:5])[CH3:2].[I-:16].[K+].II.S([O-])([O-])(=O)=S.[Na+].[Na+], predict the reaction product. The product is: [CH2:1]([O:3][C:4]([C:6]1[C:7]([CH3:15])=[C:8]([I:16])[NH:9][C:10]=1[CH3:11])=[O:5])[CH3:2]. (2) Given the reactants [CH2:1]([O:8][C:9]1[CH:14]=[CH:13][C:12]([CH2:15][CH:16]([OH:20])[C:17]([OH:19])=[O:18])=[CH:11][CH:10]=1)[C:2]1[CH:7]=[CH:6][CH:5]=[CH:4][CH:3]=1.CO[C:23](OC)([CH3:25])[CH3:24].C1(C)C=CC(S([O-])(=O)=O)=CC=1.[NH+]1C=CC=CC=1.C(Cl)Cl, predict the reaction product. The product is: [CH2:1]([O:8][C:9]1[CH:14]=[CH:13][C:12]([CH2:15][CH:16]2[O:20][C:23]([CH3:25])([CH3:24])[O:18][C:17]2=[O:19])=[CH:11][CH:10]=1)[C:2]1[CH:7]=[CH:6][CH:5]=[CH:4][CH:3]=1. (3) Given the reactants [F:1][C:2]1[CH:21]=[CH:20][CH:19]=[C:18]([F:22])[C:3]=1[CH2:4][C:5]1[CH:6]=[C:7]([O:16][CH3:17])[C:8]([O:14][CH3:15])=[C:9]([C:11](=[O:13])[CH3:12])[CH:10]=1.[CH3:23][C:24]1[CH:29]=[CH:28][N:27]=[C:26]([C:30](OC)=[O:31])[CH:25]=1.C[O-].[Na+], predict the reaction product. The product is: [F:1][C:2]1[CH:21]=[CH:20][CH:19]=[C:18]([F:22])[C:3]=1[CH2:4][C:5]1[CH:6]=[C:7]([O:16][CH3:17])[C:8]([O:14][CH3:15])=[C:9]([C:11](=[O:13])[CH2:12][C:30]([C:26]2[CH:25]=[C:24]([CH3:23])[CH:29]=[CH:28][N:27]=2)=[O:31])[CH:10]=1. (4) Given the reactants [N+:1]([C:4]1[CH:5]=[C:6]([CH:19]=[CH:20][C:21]=1[N+:22]([O-])=O)[NH:7][C:8](=[O:18])[C:9]1[CH:14]=[CH:13][C:12]([N:15]([CH3:17])[CH3:16])=[CH:11][CH:10]=1)([O-])=O.[O:25]1[C:29]2[CH:30]=[CH:31][C:32]([CH:34]=O)=[CH:33][C:28]=2[CH2:27][CH2:26]1, predict the reaction product. The product is: [O:25]1[C:29]2[CH:30]=[CH:31][C:32]([C:34]3[NH:22][C:21]4[CH:20]=[CH:19][C:6]([NH:7][C:8](=[O:18])[C:9]5[CH:14]=[CH:13][C:12]([N:15]([CH3:17])[CH3:16])=[CH:11][CH:10]=5)=[CH:5][C:4]=4[N:1]=3)=[CH:33][C:28]=2[CH2:27][CH2:26]1. (5) Given the reactants [C:1]1([CH2:7][S:8]([NH:11][C:12]2[CH:13]=[C:14]([NH:18][C:19]3[O:20][C:21]([C:24]4[N:25](C(OC(C)(C)C)=O)[C:26]5[C:31]([CH:32]=4)=[CH:30][CH:29]=[CH:28][CH:27]=5)=[CH:22][N:23]=3)[CH:15]=[CH:16][CH:17]=2)(=[O:10])=[O:9])[CH:6]=[CH:5][CH:4]=[CH:3][CH:2]=1.FC(F)(F)C(O)=O, predict the reaction product. The product is: [NH:25]1[C:26]2[C:31](=[CH:30][CH:29]=[CH:28][CH:27]=2)[CH:32]=[C:24]1[C:21]1[O:20][C:19]([NH:18][C:14]2[CH:13]=[C:12]([NH:11][S:8]([CH2:7][C:1]3[CH:6]=[CH:5][CH:4]=[CH:3][CH:2]=3)(=[O:9])=[O:10])[CH:17]=[CH:16][CH:15]=2)=[N:23][CH:22]=1. (6) The product is: [CH2:12]([CH:11]([N:8]1[CH:7]=[N:6][C:5]2[C:9]1=[N:10][C:2]([NH:27][C:28]1[CH:29]=[CH:30][C:31]([N:34]3[CH2:35][CH2:36][N:37]([C:40](=[O:42])[CH3:41])[CH2:38][CH2:39]3)=[CH:32][CH:33]=1)=[N:3][CH:4]=2)[CH2:14][CH3:15])[CH3:13]. Given the reactants Cl[C:2]1[N:10]=[C:9]2[C:5]([N:6]=[CH:7][N:8]2[CH:11]([CH2:14][CH3:15])[CH2:12][CH3:13])=[CH:4][N:3]=1.CC1C=CC(S(O)(=O)=O)=CC=1.[NH2:27][C:28]1[CH:33]=[CH:32][C:31]([N:34]2[CH2:39][CH2:38][N:37]([C:40](=[O:42])[CH3:41])[CH2:36][CH2:35]2)=[CH:30][CH:29]=1, predict the reaction product. (7) Given the reactants C([O:3][C:4](=O)[CH2:5][C:6]([C@H:8]1[CH2:13][CH2:12][N:11]([C:14]([O:16][CH3:17])=[O:15])[C@@H:10]([CH2:18][C:19]2[CH:24]=[CH:23][C:22]([F:25])=[CH:21][CH:20]=2)[CH2:9]1)=[O:7])C.[OH-].[Na+].[NH2:29]O.Cl, predict the reaction product. The product is: [F:25][C:22]1[CH:23]=[CH:24][C:19]([CH2:18][C@H:10]2[CH2:9][C@@H:8]([C:6]3[O:7][NH:29][C:4](=[O:3])[CH:5]=3)[CH2:13][CH2:12][N:11]2[C:14]([O:16][CH3:17])=[O:15])=[CH:20][CH:21]=1. (8) Given the reactants [CH:1]([C:3]1[CH:4]=[C:5]([CH:15]=[CH:16][CH:17]=1)[C:6]([O:8][CH2:9][CH2:10][Si:11]([CH3:14])([CH3:13])[CH3:12])=[O:7])=O.[NH2:18][C:19]1[CH:20]=[N:21][CH:22]=[CH:23][CH:24]=1, predict the reaction product. The product is: [N:21]1[CH:22]=[CH:23][CH:24]=[C:19]([NH:18][CH2:1][C:3]2[CH:4]=[C:5]([CH:15]=[CH:16][CH:17]=2)[C:6]([O:8][CH2:9][CH2:10][Si:11]([CH3:14])([CH3:13])[CH3:12])=[O:7])[CH:20]=1.